Task: Predict the product of the given reaction.. Dataset: Forward reaction prediction with 1.9M reactions from USPTO patents (1976-2016) (1) Given the reactants C[Si](C)(C)[C:3]#[C:4][C:5]1[CH:10]=[CH:9][C:8]([C:11]2[CH:16]=[CH:15][CH:14]=[CH:13][CH:12]=2)=[C:7]([C:17]([F:20])([F:19])[F:18])[CH:6]=1, predict the reaction product. The product is: [C:4]([C:5]1[CH:10]=[CH:9][C:8]([C:11]2[CH:16]=[CH:15][CH:14]=[CH:13][CH:12]=2)=[C:7]([C:17]([F:18])([F:19])[F:20])[CH:6]=1)#[CH:3]. (2) Given the reactants [CH3:1][C:2]1([CH3:30])[C:10]2[C:5](=[CH:6][CH:7]=[CH:8][CH:9]=2)[N:4]([C:11]([NH:13][CH2:14][CH:15]2[CH2:20][CH2:19][N:18]([CH2:21][C:22]3([C:26]([OH:28])=[O:27])[CH2:25][CH2:24][CH2:23]3)[CH2:17][CH2:16]2)=[O:12])[C:3]1=[O:29].[ClH:31], predict the reaction product. The product is: [ClH:31].[CH3:1][C:2]1([CH3:30])[C:10]2[C:5](=[CH:6][CH:7]=[CH:8][CH:9]=2)[N:4]([C:11]([NH:13][CH2:14][CH:15]2[CH2:20][CH2:19][N:18]([CH2:21][C:22]3([C:26]([OH:28])=[O:27])[CH2:25][CH2:24][CH2:23]3)[CH2:17][CH2:16]2)=[O:12])[C:3]1=[O:29]. (3) Given the reactants [NH2:1][C:2]1[CH:3]=[CH:4][C:5]2[CH2:11][CH2:10][CH:9]([OH:12])[CH2:8][CH2:7][C:6]=2[CH:13]=1.ClC1N=C(NC2C=CC=CC=2C2N(C)C=CN=2)C(Cl)=CN=1.Cl[C:36]1[N:41]=[C:40]([NH:42][C@@H:43]2[C@@H:48]3[CH2:49][C@@H:45]([CH:46]=[CH:47]3)[C@@H:44]2[C:50]([NH2:52])=[O:51])[C:39]([Cl:53])=[CH:38][N:37]=1.[N+](C1C=CC2CCC(=O)CCC=2C=1)([O-])=O, predict the reaction product. The product is: [Cl:53][C:39]1[C:40]([NH:42][C@@H:43]2[C@@H:48]3[CH2:49][C@@H:45]([CH:46]=[CH:47]3)[C@@H:44]2[C:50]([NH2:52])=[O:51])=[N:41][C:36]([NH:1][C:2]2[CH:3]=[CH:4][C:5]3[CH2:11][CH2:10][CH:9]([OH:12])[CH2:8][CH2:7][C:6]=3[CH:13]=2)=[N:37][CH:38]=1. (4) Given the reactants [C:1]1(=[O:7])[NH:5][C:4](=[O:6])[CH:3]=[CH:2]1.[C:8]1(=[O:14])[O:13][C:11](=[O:12])[CH:10]=[CH:9]1.CC(=C)C.N(C(C)(C)C#N)=NC(C)(C)C#N, predict the reaction product. The product is: [C:4]1(=[O:6])[NH:5][C:1](=[O:7])[CH:2]=[CH:3]1.[C:11]1(=[O:12])[O:13][C:8](=[O:14])[CH:9]=[CH:10]1. (5) Given the reactants [N:1]1[C:10]2[C:5](=[CH:6][C:7]([CH2:11][CH2:12][CH:13]=[O:14])=[CH:8][CH:9]=2)[CH:4]=[CH:3][CH:2]=1.N1CCC[C@H]1C(O)=O.Cl[N:24]1[C:28](=[O:29])[CH2:27][CH2:26][C:25]1=[O:30].C(Cl)(Cl)[Cl:32], predict the reaction product. The product is: [Cl:32][CH:12]([CH2:11][C:7]1[CH:6]=[C:5]2[C:10](=[CH:9][CH:8]=1)[N:1]=[CH:2][CH:3]=[CH:4]2)[CH:13]([N:24]1[C:28](=[O:29])[CH2:27][CH2:26][C:25]1=[O:30])[OH:14]. (6) Given the reactants [CH:1]1([CH2:7][C@H:8]([N:12]2[CH2:16][C:15]([O:17][C:18]3[CH:23]=[CH:22][CH:21]=[CH:20][C:19]=3[O:24][CH3:25])=[CH:14][C:13]2=[O:26])[C:9](O)=[O:10])[CH2:6][CH2:5][CH2:4][CH2:3][CH2:2]1.CN(C)CCCN=C=NCC.ON1C2C=CC=CC=2N=N1.[NH2:48][C:49]1[CH:53]=[CH:52][N:51]([CH2:54][C:55]([CH3:58])([OH:57])[CH3:56])[N:50]=1, predict the reaction product. The product is: [CH:1]1([CH2:7][C@H:8]([N:12]2[CH2:16][C:15]([O:17][C:18]3[CH:23]=[CH:22][CH:21]=[CH:20][C:19]=3[O:24][CH3:25])=[CH:14][C:13]2=[O:26])[C:9]([NH:48][C:49]2[CH:53]=[CH:52][N:51]([CH2:54][C:55]([OH:57])([CH3:56])[CH3:58])[N:50]=2)=[O:10])[CH2:6][CH2:5][CH2:4][CH2:3][CH2:2]1. (7) Given the reactants S(Cl)(Cl)=O.[CH3:5][C:6]1[CH:14]=[CH:13][C:9]([C:10]([OH:12])=[O:11])=[CH:8][CH:7]=1.[CH2:15](O)[CH3:16], predict the reaction product. The product is: [CH2:15]([O:11][C:10](=[O:12])[C:9]1[CH:13]=[CH:14][C:6]([CH3:5])=[CH:7][CH:8]=1)[CH3:16].